Dataset: Forward reaction prediction with 1.9M reactions from USPTO patents (1976-2016). Task: Predict the product of the given reaction. (1) Given the reactants [NH:1]([C:11]([O:13][CH2:14][CH:15]1[C:27]2[C:22](=[CH:23][CH:24]=[CH:25][CH:26]=2)[C:21]2[C:16]1=[CH:17][CH:18]=[CH:19][CH:20]=2)=[O:12])[C@H:2]([C:8]([OH:10])=[O:9])[CH2:3][CH2:4][CH2:5][CH2:6][NH2:7].Cl.C(N(CC)C(C)C)(C)C.N(C(OCC1C2C(=CC=CC=2)C2C1=CC=CC=2)=O)[C@H](C(O)=O)CCCCN.[C:65](O)(=[C:67]1[C:75](=[O:76])[CH2:74][C:71]([CH3:73])([CH3:72])[CH2:70][C:68]1=[O:69])[CH3:66].C(O)(C(F)(F)F)=O, predict the reaction product. The product is: [NH:1]([C:11]([O:13][CH2:14][CH:15]1[C:16]2[C:21](=[CH:20][CH:19]=[CH:18][CH:17]=2)[C:22]2[C:27]1=[CH:26][CH:25]=[CH:24][CH:23]=2)=[O:12])[C@H:2]([C:8]([OH:10])=[O:9])[CH2:3][CH2:4][CH2:5][CH2:6][NH:7][C:65](=[C:67]1[C:68](=[O:69])[CH2:70][C:71]([CH3:73])([CH3:72])[CH2:74][C:75]1=[O:76])[CH3:66]. (2) The product is: [Cl:1][C:2]1[CH:3]=[CH:4][C:5]([CH:8]([C:18]2[CH:19]=[CH:20][C:21]([Cl:24])=[CH:22][CH:23]=2)[N:9]2[CH2:10][CH2:11][N:12]([C:15]([O:25][N:26]3[C:30](=[O:31])[CH2:29][CH:28]([CH3:32])[C:27]3=[O:33])=[O:16])[CH2:13][CH2:14]2)=[CH:6][CH:7]=1. Given the reactants [Cl:1][C:2]1[CH:7]=[CH:6][C:5]([CH:8]([C:18]2[CH:23]=[CH:22][C:21]([Cl:24])=[CH:20][CH:19]=2)[N:9]2[CH2:14][CH2:13][N:12]([C:15](Cl)=[O:16])[CH2:11][CH2:10]2)=[CH:4][CH:3]=1.[OH:25][N:26]1[C:30](=[O:31])[CH2:29][CH:28]([CH3:32])[C:27]1=[O:33].CN1CCOCC1, predict the reaction product. (3) Given the reactants Cl[C:2]1[CH:11]=[CH:10][C:9]2[C:4](=[CH:5][CH:6]=[C:7]([F:12])[CH:8]=2)[N:3]=1.[CH2:13]([O:15][C:16]1[CH:17]=[C:18]([CH:27]=[CH:28][C:29]=1[O:30][CH3:31])[CH2:19][N:20]1[CH2:25][CH2:24][CH:23]([NH2:26])[CH2:22][CH2:21]1)[CH3:14], predict the reaction product. The product is: [CH2:13]([O:15][C:16]1[CH:17]=[C:18]([CH:27]=[CH:28][C:29]=1[O:30][CH3:31])[CH2:19][N:20]1[CH2:21][CH2:22][CH:23]([NH:26][C:2]2[CH:11]=[CH:10][C:9]3[C:4](=[CH:5][CH:6]=[C:7]([F:12])[CH:8]=3)[N:3]=2)[CH2:24][CH2:25]1)[CH3:14]. (4) Given the reactants [CH3:1][O:2][CH2:3][CH2:4][CH2:5][CH2:6][CH2:7][CH2:8][O:9][C:10]1[CH:15]=[CH:14][C:13]([C:16]2[S:20][C:19]3=[N:21][C:22]([C@H:24]4[CH2:29][CH2:28][C@H:27]([C:30](O)=[O:31])[CH2:26][CH2:25]4)=[CH:23][N:18]3[N:17]=2)=[CH:12][CH:11]=1.F[P-](F)(F)(F)(F)F.[N:40]1([O:49][C:50](N(C)C)=[N+](C)C)[C:44]2C=CC=CC=2N=N1.C(N(C(C)C)CC)(C)C.CNOC, predict the reaction product. The product is: [CH3:50][O:49][N:40]([CH3:44])[C:30]([C@H:27]1[CH2:28][CH2:29][C@H:24]([C:22]2[N:21]=[C:19]3[N:18]([CH:23]=2)[N:17]=[C:16]([C:13]2[CH:12]=[CH:11][C:10]([O:9][CH2:8][CH2:7][CH2:6][CH2:5][CH2:4][CH2:3][O:2][CH3:1])=[CH:15][CH:14]=2)[S:20]3)[CH2:25][CH2:26]1)=[O:31]. (5) Given the reactants [CH2:1]([O:8][C:9]1[CH:10]=[C:11]([CH:14]=[CH:15][CH:16]=1)[CH:12]=O)[C:2]1[CH:7]=[CH:6][CH:5]=[CH:4][CH:3]=1.[C@@H:17]1([NH2:27])[C:26]2[C:21](=[CH:22][CH:23]=[CH:24][CH:25]=2)[CH2:20][CH2:19][CH2:18]1, predict the reaction product. The product is: [CH2:1]([O:8][C:9]1[CH:10]=[C:11]([CH:14]=[CH:15][CH:16]=1)[CH2:12][NH:27][C@@H:17]1[C:26]2[C:21](=[CH:22][CH:23]=[CH:24][CH:25]=2)[CH2:20][CH2:19][CH2:18]1)[C:2]1[CH:7]=[CH:6][CH:5]=[CH:4][CH:3]=1. (6) The product is: [F:15][C:12]1[CH:13]=[CH:14][C:9]([CH:6]2[N:5]([S:16]([C:19]3[CH:24]=[CH:23][C:22]([CH3:25])=[CH:21][CH:20]=3)(=[O:18])=[O:17])[CH:4]([CH2:3][CH2:2][N:30]3[CH:31]=[C:27]([CH3:26])[N:28]=[CH:29]3)[CH2:8][CH2:7]2)=[CH:10][CH:11]=1. Given the reactants Cl[CH2:2][CH2:3][CH:4]1[CH2:8][CH2:7][CH:6]([C:9]2[CH:14]=[CH:13][C:12]([F:15])=[CH:11][CH:10]=2)[N:5]1[S:16]([C:19]1[CH:24]=[CH:23][C:22]([CH3:25])=[CH:21][CH:20]=1)(=[O:18])=[O:17].[CH3:26][C:27]1[N:28]=[CH:29][NH:30][CH:31]=1, predict the reaction product. (7) Given the reactants [Br:1][C:2]1[C:3]([CH3:10])=[N:4][C:5]([C:8]#N)=[CH:6][CH:7]=1.[OH-:11].[Na+].[OH2:13], predict the reaction product. The product is: [Br:1][C:2]1[CH:7]=[CH:6][C:5]([C:8]([OH:13])=[O:11])=[N:4][C:3]=1[CH3:10].